Task: Predict the reactants needed to synthesize the given product.. Dataset: Full USPTO retrosynthesis dataset with 1.9M reactions from patents (1976-2016) (1) Given the product [F:1][C:2]1([F:9])[CH2:5][CH:4]([C:6]([Cl:13])=[O:7])[CH2:3]1, predict the reactants needed to synthesize it. The reactants are: [F:1][C:2]1([F:9])[CH2:5][CH:4]([C:6](O)=[O:7])[CH2:3]1.C(Cl)(=O)C([Cl:13])=O.CN(C=O)C. (2) Given the product [OH:15][C:12]1[CH:13]=[CH:14][C:9]([S:8][C:7]2[CH:6]=[CH:5][C:4]([OH:16])=[CH:3][C:2]=2[NH:1][C:29]2[C:19]3[CH:24]=[CH:23][CH:22]=[N:21][C:20]=3[N:25]=[CH:26][N:27]=2)=[CH:10][CH:11]=1, predict the reactants needed to synthesize it. The reactants are: [NH2:1][C:2]1[CH:3]=[C:4]([OH:16])[CH:5]=[CH:6][C:7]=1[S:8][C:9]1[CH:14]=[CH:13][C:12]([OH:15])=[CH:11][CH:10]=1.C([C:19]1[C:20]([N:25]=[CH:26][N:27]([CH3:29])C)=[N:21][CH:22]=[CH:23][CH:24]=1)#N.NC1C=C(OCC2C=CC=C(F)C=2)C=CC=1SC1C=CC(O)=CC=1. (3) Given the product [F:26][C:2]([F:1])([F:25])[CH2:3][N:4]1[CH2:12][C:11]2[C:6](=[CH:7][CH:8]=[C:9]([SH:13])[CH:10]=2)[C:5]1=[O:24], predict the reactants needed to synthesize it. The reactants are: [F:1][C:2]([F:26])([F:25])[CH2:3][N:4]1[CH2:12][C:11]2[C:6](=[CH:7][CH:8]=[C:9]([S:13][Si](C(C)C)(C(C)C)C(C)C)[CH:10]=2)[C:5]1=[O:24]. (4) Given the product [CH2:33]([NH:32][C:30]([NH:29][CH2:28][C:24]1[CH:23]=[C:22]([C:19]2[CH:20]=[CH:21][C:16]([C:2]([CH3:1])([CH2:3][CH2:4][CH2:5][CH2:6][C:7]([N:9]3[CH2:10][CH2:11][O:12][CH2:13][CH2:14]3)=[O:8])[CH3:15])=[CH:17][C:18]=2[O:35][CH3:38])[CH:27]=[CH:26][CH:25]=1)=[O:31])[CH3:34], predict the reactants needed to synthesize it. The reactants are: [CH3:1][C:2]([C:16]1[CH:21]=[CH:20][C:19]([C:22]2[CH:27]=[CH:26][CH:25]=[C:24]([CH2:28][NH:29][C:30]([NH:32][CH2:33][CH3:34])=[O:31])[CH:23]=2)=[C:18]([OH:35])[CH:17]=1)([CH3:15])[CH2:3][CH2:4][CH2:5][CH2:6][C:7]([N:9]1[CH2:14][CH2:13][O:12][CH2:11][CH2:10]1)=[O:8].IC.[C:38]([O-])([O-])=O.[K+].[K+].